Regression/Classification. Given a drug SMILES string, predict its absorption, distribution, metabolism, or excretion properties. Task type varies by dataset: regression for continuous measurements (e.g., permeability, clearance, half-life) or binary classification for categorical outcomes (e.g., BBB penetration, CYP inhibition). Dataset: cyp2c9_veith. From a dataset of CYP2C9 inhibition data for predicting drug metabolism from PubChem BioAssay. (1) The result is 1 (inhibitor). The molecule is COc1ccc(NC(=O)/C(=C\c2cc(OC)c(OC)cc2[N+](=O)[O-])NC(=O)c2ccccc2)cc1. (2) The compound is CC(C)c1ccc(NC(=O)N(CCc2nc3ccccc3[nH]2)C2CCCC2)cc1. The result is 1 (inhibitor).